This data is from Catalyst prediction with 721,799 reactions and 888 catalyst types from USPTO. The task is: Predict which catalyst facilitates the given reaction. The catalyst class is: 29. Reactant: [C:1]([O:5][C:6]([N:8]1[CH2:13][CH2:12][CH:11]([O:14][C:15]2[C:20]([F:21])=[CH:19][C:18]([N+:22]([O-])=O)=[CH:17][C:16]=2[F:25])[CH2:10][CH2:9]1)=[O:7])([CH3:4])([CH3:3])[CH3:2]. Product: [C:1]([O:5][C:6]([N:8]1[CH2:9][CH2:10][CH:11]([O:14][C:15]2[C:16]([F:25])=[CH:17][C:18]([NH2:22])=[CH:19][C:20]=2[F:21])[CH2:12][CH2:13]1)=[O:7])([CH3:4])([CH3:2])[CH3:3].